This data is from Full USPTO retrosynthesis dataset with 1.9M reactions from patents (1976-2016). The task is: Predict the reactants needed to synthesize the given product. (1) The reactants are: [P:1]([O:13][CH2:14][CH2:15][NH:16][CH2:17]C)([O:8][C:9]([CH3:12])([CH3:11])[CH3:10])([O:3][C:4]([CH3:7])([CH3:6])[CH3:5])=[O:2].C(OP(OCCN(C)C(=O)OCC1C=CC=CC=1)(OC(C)(C)C)=O)(C)(C)C. Given the product [P:1]([O:13][CH2:14][CH2:15][NH:16][CH3:17])([O:3][C:4]([CH3:5])([CH3:6])[CH3:7])([O:8][C:9]([CH3:10])([CH3:11])[CH3:12])=[O:2], predict the reactants needed to synthesize it. (2) Given the product [NH2:19][C:18]1[C:3]([O:2][CH3:1])=[CH:4][C:5]2[CH2:11][N:10]([CH2:12][C:13]#[N:14])[CH2:9][C:8](=[O:15])[N:7]([CH3:16])[C:6]=2[CH:17]=1, predict the reactants needed to synthesize it. The reactants are: [CH3:1][O:2][C:3]1[C:18]([N+:19]([O-])=O)=[CH:17][C:6]2[N:7]([CH3:16])[C:8](=[O:15])[CH2:9][N:10]([CH2:12][C:13]#[N:14])[CH2:11][C:5]=2[CH:4]=1.O.NN.C(O)C.